Dataset: NCI-60 drug combinations with 297,098 pairs across 59 cell lines. Task: Regression. Given two drug SMILES strings and cell line genomic features, predict the synergy score measuring deviation from expected non-interaction effect. (1) Drug 1: CNC(=O)C1=CC=CC=C1SC2=CC3=C(C=C2)C(=NN3)C=CC4=CC=CC=N4. Drug 2: C1CCC(CC1)NC(=O)N(CCCl)N=O. Cell line: NCI/ADR-RES. Synergy scores: CSS=29.6, Synergy_ZIP=-0.139, Synergy_Bliss=5.33, Synergy_Loewe=4.45, Synergy_HSA=3.77. (2) Drug 1: CNC(=O)C1=CC=CC=C1SC2=CC3=C(C=C2)C(=NN3)C=CC4=CC=CC=N4. Drug 2: CC1=C(C=C(C=C1)C(=O)NC2=CC(=CC(=C2)C(F)(F)F)N3C=C(N=C3)C)NC4=NC=CC(=N4)C5=CN=CC=C5. Cell line: CAKI-1. Synergy scores: CSS=11.3, Synergy_ZIP=-2.80, Synergy_Bliss=0.257, Synergy_Loewe=1.94, Synergy_HSA=1.98. (3) Drug 1: CC12CCC3C(C1CCC2=O)CC(=C)C4=CC(=O)C=CC34C. Drug 2: CC1CCC2CC(C(=CC=CC=CC(CC(C(=O)C(C(C(=CC(C(=O)CC(OC(=O)C3CCCCN3C(=O)C(=O)C1(O2)O)C(C)CC4CCC(C(C4)OC)O)C)C)O)OC)C)C)C)OC. Cell line: SK-MEL-28. Synergy scores: CSS=44.3, Synergy_ZIP=0.171, Synergy_Bliss=3.76, Synergy_Loewe=6.33, Synergy_HSA=7.03.